From a dataset of Catalyst prediction with 721,799 reactions and 888 catalyst types from USPTO. Predict which catalyst facilitates the given reaction. (1) Reactant: [NH2:1][C:2]1[C:7]([N+:8]([O-])=O)=[CH:6][C:5]([C:11]2[CH:16]=[CH:15][CH:14]=[CH:13][C:12]=2[C:17]([F:20])([F:19])[F:18])=[CH:4][C:3]=1[C:21]#[C:22][CH2:23][OH:24].CCO.[Cl-].[NH4+]. Product: [NH2:1][C:2]1[C:7]([NH2:8])=[CH:6][C:5]([C:11]2[CH:16]=[CH:15][CH:14]=[CH:13][C:12]=2[C:17]([F:18])([F:19])[F:20])=[CH:4][C:3]=1[CH:21]=[CH:22][CH2:23][OH:24]. The catalyst class is: 150. (2) Reactant: [CH3:1][O:2][C:3](=[O:24])[CH2:4][C:5]1[C:14]([CH3:15])=[C:13]([C:16]2[CH:21]=[CH:20][C:19]([NH2:22])=[CH:18][CH:17]=2)[C:12]2[C:7](=[CH:8][CH:9]=[C:10]([Cl:23])[CH:11]=2)[CH:6]=1.[C:25]1([S:31](Cl)(=[O:33])=[O:32])[CH:30]=[CH:29][CH:28]=[CH:27][CH:26]=1.C(N(C(C)C)CC)(C)C. Product: [CH3:1][O:2][C:3](=[O:24])[CH2:4][C:5]1[C:14]([CH3:15])=[C:13]([C:16]2[CH:21]=[CH:20][C:19]([NH:22][S:31]([C:25]3[CH:30]=[CH:29][CH:28]=[CH:27][CH:26]=3)(=[O:33])=[O:32])=[CH:18][CH:17]=2)[C:12]2[C:7](=[CH:8][CH:9]=[C:10]([Cl:23])[CH:11]=2)[CH:6]=1. The catalyst class is: 1. (3) Reactant: [C:1]([O:5][C:6]([N:8]1[CH:13]([C:14]([OH:16])=[O:15])[CH:12]2[CH2:17][CH:9]1[CH2:10][CH2:11]2)=[O:7])([CH3:4])([CH3:3])[CH3:2].CCN(C(C)C)C(C)C.[C:27]([O:31][C:32]([N:34]1[CH2:38][CH2:37][CH2:36][CH:35]1[C:39]1[NH:40][C:41]([C:44]2[CH:57]=[CH:56][C:55]3[C:54]4[C:49](=[CH:50][C:51]([C:58](=[O:61])[CH2:59]Br)=[CH:52][CH:53]=4)[CH2:48][CH2:47][C:46]=3[CH:45]=2)=[CH:42][N:43]=1)=[O:33])([CH3:30])([CH3:29])[CH3:28]. Product: [C:1]([O:5][C:6]([N:8]1[CH:13]([C:14]([O:16][CH2:59][C:58]([C:51]2[CH:52]=[CH:53][C:54]3[C:55]4[C:46](=[CH:45][C:44]([C:41]5[NH:40][C:39]([CH:35]6[CH2:36][CH2:37][CH2:38][N:34]6[C:32]([O:31][C:27]([CH3:30])([CH3:29])[CH3:28])=[O:33])=[N:43][CH:42]=5)=[CH:57][CH:56]=4)[CH2:47][CH2:48][C:49]=3[CH:50]=2)=[O:61])=[O:15])[CH:12]2[CH2:17][CH:9]1[CH2:10][CH2:11]2)=[O:7])([CH3:4])([CH3:2])[CH3:3]. The catalyst class is: 115. (4) Reactant: [Cl:1][C:2]1[CH:3]=[C:4]2[CH:10]=[CH:9][NH:8][C:5]2=[N:6][CH:7]=1.ClC1C=CC=C(C(OO)=[O:19])C=1. Product: [Cl:1][C:2]1[CH:3]=[C:4]2[CH:10]=[CH:9][NH+:8]([O-:19])[C:5]2=[N:6][CH:7]=1. The catalyst class is: 25. (5) Reactant: [CH:1]1([C:4]2[S:8][C:7](=[NH:9])[N:6]([CH2:10][CH:11]3[CH2:15][CH2:14][CH2:13][O:12]3)[N:5]=2)[CH2:3][CH2:2]1.[Cl:16][C:17]1[CH:18]=[CH:19][C:20]([O:26][CH3:27])=[C:21]([CH:25]=1)[C:22](O)=[O:23].F[P-](F)(F)(F)(F)F.N1(OC(N(C)C)=[N+](C)C)C2N=CC=CC=2N=N1.C(N(CC)CC)C. Product: [Cl:16][C:17]1[CH:18]=[CH:19][C:20]([O:26][CH3:27])=[C:21]([CH:25]=1)[C:22](/[N:9]=[C:7]1\[S:8][C:4]([CH:1]2[CH2:2][CH2:3]2)=[N:5][N:6]\1[CH2:10][CH:11]1[CH2:15][CH2:14][CH2:13][O:12]1)=[O:23]. The catalyst class is: 35. (6) Reactant: C(OC(=O)[NH:5][C:6]([NH:8][C:9]1[CH:10]=[C:11]2[CH:20]=[CH:19][CH:18]=[C:17]3[C:12]2=[C:13]([CH:28]=1)[C:14](=[O:27])[N:15]([CH2:22][CH2:23][N:24]([CH3:26])[CH3:25])[C:16]3=[O:21])=[O:7])C.NC(N)=O. Product: [CH3:25][N:24]([CH3:26])[CH2:23][CH2:22][N:15]1[C:14](=[O:27])[C:13]2[CH:28]=[C:9]([NH:8][C:6]([NH2:5])=[O:7])[CH:10]=[C:11]3[C:12]=2[C:17](=[CH:18][CH:19]=[CH:20]3)[C:16]1=[O:21]. The catalyst class is: 74. (7) Reactant: [CH2:1]([C:4]1[CH:5]=[C:6](/[CH:9]=[CH:10]/[C:11]([O:13][CH2:14][CH3:15])=[O:12])[NH:7][CH:8]=1)[CH2:2][CH3:3].[H][H]. Product: [CH2:1]([C:4]1[CH:5]=[C:6]([CH2:9][CH2:10][C:11]([O:13][CH2:14][CH3:15])=[O:12])[NH:7][CH:8]=1)[CH2:2][CH3:3]. The catalyst class is: 29.